This data is from Peptide-MHC class I binding affinity with 185,985 pairs from IEDB/IMGT. The task is: Regression. Given a peptide amino acid sequence and an MHC pseudo amino acid sequence, predict their binding affinity value. This is MHC class I binding data. (1) The MHC is HLA-A02:01 with pseudo-sequence HLA-A02:01. The binding affinity (normalized) is 0.0847. The peptide sequence is RPAIVVPAF. (2) The peptide sequence is CYSSVNDRLV. The MHC is HLA-A30:02 with pseudo-sequence HLA-A30:02. The binding affinity (normalized) is 0.234. (3) The peptide sequence is IAVFDSKLI. The MHC is HLA-A02:02 with pseudo-sequence HLA-A02:02. The binding affinity (normalized) is 0.171. (4) The peptide sequence is HIGPGRAFY. The MHC is HLA-A68:02 with pseudo-sequence HLA-A68:02. The binding affinity (normalized) is 0. (5) The peptide sequence is EVPKFHLPV. The MHC is Mamu-A01 with pseudo-sequence Mamu-A01. The binding affinity (normalized) is 0.785. (6) The peptide sequence is VIADYNYKL. The MHC is HLA-A68:02 with pseudo-sequence HLA-A68:02. The binding affinity (normalized) is 0.476. (7) The peptide sequence is AGPSSKSLHPM. The MHC is Mamu-A01 with pseudo-sequence Mamu-A01. The binding affinity (normalized) is 0.138. (8) The peptide sequence is KMKEIAEAY. The MHC is HLA-B46:01 with pseudo-sequence HLA-B46:01. The binding affinity (normalized) is 0.422.